Dataset: Reaction yield outcomes from USPTO patents with 853,638 reactions. Task: Predict the reaction yield, written as a fraction of the theoretical maximum amount of product (1.0 means a 100% yield; for example, 0.34 means a 34% yield). (1) The reactants are [NH2:1][CH:2]([CH2:6][C:7]1[CH:12]=[CH:11][CH:10]=[CH:9][CH:8]=1)[C:3]([OH:5])=[O:4].C([O-])([O-])=O.[Na+].[Na+].Cl[C:20]([O:22][CH3:23])=[O:21]. The catalyst is [OH-].[Na+]. The product is [CH3:23][O:22][C:20]([NH:1][CH:2]([CH2:6][C:7]1[CH:12]=[CH:11][CH:10]=[CH:9][CH:8]=1)[C:3]([OH:5])=[O:4])=[O:21]. The yield is 0.870. (2) The reactants are [F:1][C:2]1[CH:12]=[CH:11][C:10]([CH:13]=O)=[CH:9][C:3]=1[C:4]([N:6]([CH3:8])[CH3:7])=[O:5].[NH2:15][C:16]1[CH:24]=[CH:23][CH:22]=[C:21]2[C:17]=1[CH2:18][O:19][C:20]2=[O:25].S([O-])([O-])(=O)=O.[Mg+2]. The catalyst is C(#N)C. The product is [F:1][C:2]1[CH:12]=[CH:11][C:10](/[CH:13]=[N:15]/[C:16]2[CH:24]=[CH:23][CH:22]=[C:21]3[C:17]=2[CH2:18][O:19][C:20]3=[O:25])=[CH:9][C:3]=1[C:4]([N:6]([CH3:7])[CH3:8])=[O:5]. The yield is 0.370. (3) The reactants are [C:1]([C:5]1[CH:10]=[CH:9][C:8]([OH:11])=[C:7]([Cl:12])[CH:6]=1)([CH3:4])([CH3:3])[CH3:2].CCN(CC)CC.Cl[C:21]([O:23][CH3:24])=[O:22]. The catalyst is ClCCl.CN(C1C=CN=CC=1)C. The product is [C:21](=[O:22])([O:23][CH3:24])[O:11][C:8]1[CH:9]=[CH:10][C:5]([C:1]([CH3:4])([CH3:2])[CH3:3])=[CH:6][C:7]=1[Cl:12]. The yield is 0.920. (4) The reactants are [CH2:1]([N:3]([C:26]1[CH:27]=[N:28][CH:29]=[CH:30][CH:31]=1)[S:4]([C:7]1[CH:8]=[CH:9][C:10]([NH:13][NH:14][C:15](=S)[NH:16][C@@H:17]([C:19]2[CH:24]=[CH:23][CH:22]=[CH:21][CH:20]=2)[CH3:18])=[N:11][CH:12]=1)(=[O:6])=[O:5])[CH3:2].C(N(CC)CC)C.[I-].ClC1C=CC=C[N+]=1C. The catalyst is C1COCC1.O. The product is [CH2:1]([N:3]([C:26]1[CH:27]=[N:28][CH:29]=[CH:30][CH:31]=1)[S:4]([C:7]1[CH:8]=[CH:9][C:10]2[N:11]([C:15]([NH:16][C@@H:17]([C:19]3[CH:24]=[CH:23][CH:22]=[CH:21][CH:20]=3)[CH3:18])=[N:14][N:13]=2)[CH:12]=1)(=[O:6])=[O:5])[CH3:2]. The yield is 0.110.